Dataset: Experimentally validated miRNA-target interactions with 360,000+ pairs, plus equal number of negative samples. Task: Binary Classification. Given a miRNA mature sequence and a target amino acid sequence, predict their likelihood of interaction. (1) The miRNA is hsa-miR-5700 with sequence UAAUGCAUUAAAUUAUUGAAGG. The protein sequence of the target gene is MAAALPLQPSTTASATTTATAVALGEVEDEGLLASLFRDRFPEAQWREKPDVGRYLRELSGSGLDRLRREPERLAEERAQRLQQTRDLAFANYKTFIRGAECTERIHRLFGDVEASLGRLLDRLPRFQQSCRNFVKEAEEISSSRRMNTLTLNRHTEILEILEIPQLMDTCVRNSYHEEALELAAYVRRLERKYSSIPVIQGIVNEVRQSMQLMLSQLIQQLRTNIQLPACLRVIGYLRRMDVFTEAELRVKFLQARDAWLRSILTAIPNDDPYFHITKTIEACRVHLFDIITQYRAIFS.... Result: 0 (no interaction). (2) The miRNA is mmu-miR-344h-3p with sequence GGUAUAACCAAAGCCCGACUGU. The protein sequence of the target gene is MFPLLIVLSQLPRLTLAVPHCIRSLKDSEHAPEEVFASKEAANIFMHRRLLNNRFDLELFTPGDLERECYEEFCSYEEAREILGDDENTIKFWQTYSIKGPTTGSDVNKEKIDVMSLLTGLIVAGVFLVIFGLVGYYVCLTKCKRRPYPSSSANYTRTARYTPSIVFRSPEEAVLSPSTSSEDAGLPSYEQAVALTRKHSVSPPPPYPGPARGFRVFKKSMSLPSH. Result: 0 (no interaction). (3) Result: 1 (interaction). The protein sequence of the target gene is MAPPVRPGMLPLLLLLLLPPLGSVPGVWSFSELFFMKEPQDATVTRKDPVVLDCQAHGEGPIKVTWLKNGAKLSENKRIQVLSNGSLYISEVEGRRGEQSDEGFYQCLAVNKYGAILSQKAHLTLSTISAFEVHPVSTEVHEGGVARFSCKISSTPPAVITWEFNRTALPTTMDRVTALPSGVLQIYDVGPEDAGNYRCVAATIAHKRKSMEASLTIVAANETRSFYMPTIIASPQNVTASLHQTVVLECMATGYPRPIISWSRLDHKSIDVFNTRVLGNGNLIISDVKLQHAGVYVCRA.... The miRNA is mmu-miR-703 with sequence AAAACCUUCAGAAGGAAAGAA. (4) The miRNA is hsa-miR-191-5p with sequence CAACGGAAUCCCAAAAGCAGCUG. The protein sequence of the target gene is MSEAGEATTTTTTTLPQAPTEAAAAAPQDPAPKSPVGSGAPQAAAPAPAAHVAGNPGGDAAPAATGTAAAASLATAAGSEDAEKKVLATKVLGTVKWFNVRNGYGFINRNDTKEDVFVHQTAIKKNNPRKYLRSVGDGETVEFDVVEGEKGAEAANVTGPDGVPVEGSRYAADRRRYRRGYYGRRRGPPRNYAGEEEEEGSGSSEGFDPPATDRQFSGARNQLRRPQYRPQYRQRRFPPYHVGQTFDRRSRVLPHPNRIQAGEIGEMKDGVPEGAQLQGPVHRNPTYRPRYRSRGPPRPR.... Result: 1 (interaction). (5) The miRNA is hsa-miR-432-3p with sequence CUGGAUGGCUCCUCCAUGUCU. The protein sequence of the target gene is MSLADLTKTNIDEHFFGVALENNRRSAACKRSPGTGDFSRNSNASNKSVDYSRSQCSCGSLSSQYDYSEDFLCDCSEKAINRNYLKQPVVKEKEKKKYNVSKISQSKGQKEISVEKKHTWNASLFNSQIHMIAQRRDAMAHRILSARLHKIKGLKNELADMHHKLEAILTENQFLKQLQLRHLKAIGKYENSQNNLPQIMAKHQNEVKNLRQLLRKSQEKERTLSRKLRETDSQLLKTKDILQALQKLSEDKNLAEREELTHKLSIITTKMDANDKKIQSLEKQLRLNCRAFSRQLAIET.... Result: 0 (no interaction). (6) The miRNA is hsa-miR-505-5p with sequence GGGAGCCAGGAAGUAUUGAUGU. The protein sequence of the target gene is MAAAAAEQQQFYLLLGNLLSPDNVVRKQAEETYENIPGRSKITFLLQAIRNTTAAEEARQMAAVLLRRLLSSAFDEVYPALPSDVQTAIKSELLMIIQMETQSSMRKKICDIAAELARNLIDEDGNNQWPEGLKFLFDSVSSQNMGLREAALHIFWNFPGIFGNQQQHYLDVIKRMLVQCMQDQEHPSIRTLSARATAAFILANEHNVALFKHFADLLPGFLQAVNDSCYQNDDSVLKSLVEIADTVPKYLRPHLEATLQLSLKLCGDTNLNNMQRQLALEVIVTLSETAAAMLRKHTSL.... Result: 0 (no interaction). (7) The miRNA is hsa-miR-301b-5p with sequence GCUCUGACGAGGUUGCACUACU. The protein sequence of the target gene is MYQSLAMAANHGPPPGAYEAGGPGAFMHSAGAASSPVYVPTPRVPSSVLGLSYLQGGGSGAASGATSGGSSGAGPSGAGPGTQQGSPGWSQAGAEGAAYTPPPVSPRFSFPGTTGSLAAAAAAAAAREAAAYSSSGGAAGAGLAGREQYGRPGFAGSYSSPYPAYMADVGASWAAAAAASAGPFDSPVLHSLPGRANPARHPNLDMFDDFSEGRECVNCGAMSTPLWRRDGTGHYLCNACGLYHKMNGINRPLIKPQRRLSASRRVGLSCANCQTTTTTLWRRNAEGEPVCNACGLYMKL.... Result: 0 (no interaction).